This data is from Forward reaction prediction with 1.9M reactions from USPTO patents (1976-2016). The task is: Predict the product of the given reaction. (1) Given the reactants [Cl:1][C:2]1[C:11]([O:12][CH3:13])=[C:10]([O:14][CH3:15])[CH:9]=[C:8]2[C:3]=1[C:4](=O)[N:5]=[CH:6][NH:7]2.O=P(Cl)(Cl)[Cl:19], predict the reaction product. The product is: [Cl:19][C:4]1[C:3]2[C:8](=[CH:9][C:10]([O:14][CH3:15])=[C:11]([O:12][CH3:13])[C:2]=2[Cl:1])[N:7]=[CH:6][N:5]=1. (2) Given the reactants [CH:1]1([C:4]2[N:9]3[N:10]=[CH:11][C:12]([C:13]#[CH:14])=[C:8]3[N:7]=[C:6]([C:15]3[CH:20]=[CH:19][C:18]([C:21]([F:24])([F:23])[F:22])=[CH:17][CH:16]=3)[CH:5]=2)[CH2:3][CH2:2]1.Br[C:26]1[S:30][C:29]([S:31]([NH2:34])(=[O:33])=[O:32])=[CH:28][CH:27]=1, predict the reaction product. The product is: [CH:1]1([C:4]2[N:9]3[N:10]=[CH:11][C:12]([C:13]#[C:14][C:26]4[S:30][C:29]([S:31]([NH2:34])(=[O:33])=[O:32])=[CH:28][CH:27]=4)=[C:8]3[N:7]=[C:6]([C:15]3[CH:16]=[CH:17][C:18]([C:21]([F:22])([F:23])[F:24])=[CH:19][CH:20]=3)[CH:5]=2)[CH2:3][CH2:2]1. (3) Given the reactants S(Cl)([Cl:3])=O.CN(C=O)C.[C:10]([C:14]1[N:19]=[C:18](O)[CH:17]=[C:16]([C:21]([F:24])([F:23])[F:22])[N:15]=1)([CH3:13])([CH3:12])[CH3:11], predict the reaction product. The product is: [C:10]([C:14]1[N:19]=[C:18]([Cl:3])[CH:17]=[C:16]([C:21]([F:24])([F:23])[F:22])[N:15]=1)([CH3:13])([CH3:12])[CH3:11]. (4) Given the reactants C([Si]([O:18][CH2:19][CH2:20][CH2:21][CH2:22][C:23]1[CH:28]=[CH:27][CH:26]=[C:25]([S:29]([CH:31]2[CH2:35][CH2:34][CH2:33][CH2:32]2)=[O:30])[CH:24]=1)(C1C=CC=CC=1)C1C=CC=CC=1)(C)(C)C.[F-].C([N+](CCCC)(CCCC)CCCC)CCC, predict the reaction product. The product is: [CH:31]1([S:29]([C:25]2[CH:24]=[C:23]([CH2:22][CH2:21][CH2:20][CH2:19][OH:18])[CH:28]=[CH:27][CH:26]=2)=[O:30])[CH2:35][CH2:34][CH2:33][CH2:32]1. (5) Given the reactants [NH2:1][C:2]1[C:18]([Cl:19])=[CH:17][C:5]([C:6]([NH:8][C@H:9]2[CH2:14][CH2:13][NH:12][CH2:11][C@H:10]2[O:15][CH3:16])=[O:7])=[C:4]([O:20][CH3:21])[CH:3]=1.Br[CH2:23][CH:24]1[CH2:29][CH2:28][N:27]([C:30]([O:32][CH2:33][CH3:34])=[O:31])[CH2:26][CH2:25]1.C(=O)([O-])[O-].[K+].[K+].[I-].[K+], predict the reaction product. The product is: [NH2:1][C:2]1[C:18]([Cl:19])=[CH:17][C:5]([C:6]([NH:8][C@H:9]2[CH2:14][CH2:13][N:12]([CH2:23][CH:24]3[CH2:29][CH2:28][N:27]([C:30]([O:32][CH2:33][CH3:34])=[O:31])[CH2:26][CH2:25]3)[CH2:11][C@H:10]2[O:15][CH3:16])=[O:7])=[C:4]([O:20][CH3:21])[CH:3]=1. (6) Given the reactants [CH2:1]([O:3][C:4]([C:6]1[C:11](Br)=[CH:10][CH:9]=[C:8]([O:13][C:14]2[CH:19]=[CH:18][C:17]([Br:20])=[C:16]([CH:21]=[O:22])[CH:15]=2)[N:7]=1)=[O:5])[CH3:2].[C:23]([Cu])#[N:24].C(OCC)(=O)C, predict the reaction product. The product is: [CH2:1]([O:3][C:4]([C:6]1[C:11]([C:23]#[N:24])=[CH:10][CH:9]=[C:8]([O:13][C:14]2[CH:19]=[CH:18][C:17]([Br:20])=[C:16]([CH:21]=[O:22])[CH:15]=2)[N:7]=1)=[O:5])[CH3:2]. (7) Given the reactants [CH2:1]([C:3]1[N:12]([CH2:13][CH2:14][N:15]2[CH2:20][CH2:19][N:18]([C:21]3[CH:26]=[CH:25][CH:24]=[C:23](C(F)(F)F)[CH:22]=3)[CH2:17][CH2:16]2)[C:11](=[O:31])[C:10]2[C:5](=[CH:6][CH:7]=[CH:8][CH:9]=2)[N:4]=1)[CH3:2].[Cl:32]C1C=CC=CC=1N1CCNCC1, predict the reaction product. The product is: [Cl:32][C:22]1[CH:23]=[CH:24][CH:25]=[CH:26][C:21]=1[N:18]1[CH2:19][CH2:20][N:15]([CH2:14][CH2:13][N:12]2[C:11](=[O:31])[C:10]3[C:5](=[CH:6][CH:7]=[CH:8][CH:9]=3)[N:4]=[C:3]2[CH2:1][CH3:2])[CH2:16][CH2:17]1. (8) Given the reactants Cl[C:2]1[C:3]2[C:4](=[CH:13][N:14](CC3C=CC(OC)=CC=3)[N:15]=2)[N:5]=[C:6]([C:8]2[CH:12]=[CH:11][S:10][CH:9]=2)[N:7]=1.[CH3:25][N:26]([CH3:34])[C:27]1[CH:32]=[CH:31][C:30]([NH2:33])=[CH:29][CH:28]=1.Cl, predict the reaction product. The product is: [CH3:25][N:26]([CH3:34])[C:27]1[CH:32]=[CH:31][C:30]([NH:33][C:2]2[C:3]3[NH:15][N:14]=[CH:13][C:4]=3[N:5]=[C:6]([C:8]3[CH:12]=[CH:11][S:10][CH:9]=3)[N:7]=2)=[CH:29][CH:28]=1. (9) Given the reactants [OH:1][CH2:2][CH2:3][CH2:4][S:5][C:6]1[C:14]2[C:13](=[O:15])[N:12]([CH3:16])[C:11](=[O:17])[N:10]([CH2:18][CH:19]([CH3:21])[CH3:20])[C:9]=2[S:8][C:7]=1[CH2:22][C:23]1[C:32]2[C:27](=[CH:28][CH:29]=[CH:30][CH:31]=2)[CH:26]=[CH:25][CH:24]=1.C(N(CC)CC)C.[CH3:40][S:41](Cl)(=[O:43])=[O:42].C(=O)(O)[O-].[Na+], predict the reaction product. The product is: [CH3:40][S:41]([O:1][CH2:2][CH2:3][CH2:4][S:5][C:6]1[C:14]2[C:13](=[O:15])[N:12]([CH3:16])[C:11](=[O:17])[N:10]([CH2:18][CH:19]([CH3:20])[CH3:21])[C:9]=2[S:8][C:7]=1[CH2:22][C:23]1[C:32]2[C:27](=[CH:28][CH:29]=[CH:30][CH:31]=2)[CH:26]=[CH:25][CH:24]=1)(=[O:43])=[O:42]. (10) Given the reactants C[O-:2].[Na+].CO.[Cl:6][C:7]1[CH:38]=[CH:37][CH:36]=[CH:35][C:8]=1[CH2:9][N:10]([CH3:34])[C:11]([C:13]1[N:14]=[N:15][N:16]([CH2:19][C:20]2[CH:25]=[C:24]([C:26]([F:29])([F:28])[F:27])[CH:23]=[C:22]([C:30]([F:33])([F:32])[F:31])[CH:21]=2)[C:17]=1Cl)=[O:12], predict the reaction product. The product is: [Cl:6][C:7]1[CH:38]=[CH:37][CH:36]=[CH:35][C:8]=1[CH2:9][N:10]([CH3:34])[C:11]([C:13]1[N:14]=[N:15][N:16]([CH2:19][C:20]2[CH:25]=[C:24]([C:26]([F:29])([F:28])[F:27])[CH:23]=[C:22]([C:30]([F:33])([F:31])[F:32])[CH:21]=2)[C:17]=1[OH:2])=[O:12].